From a dataset of Reaction yield outcomes from USPTO patents with 853,638 reactions. Predict the reaction yield, written as a fraction of the theoretical maximum amount of product (1.0 means a 100% yield; for example, 0.34 means a 34% yield). (1) The reactants are [CH:1]1([CH2:7][CH:8]([O:19][C:20]([O:22]C2C=CC([N+]([O-])=O)=CC=2)=O)[CH2:9][N:10]([CH3:18])[C:11](=[O:17])[O:12][C:13]([CH3:16])([CH3:15])[CH3:14])[CH2:6][CH2:5][CH2:4][CH2:3][CH2:2]1.Cl.[Cl:33][C:34]1[C:35]([F:54])=[C:36]([C@:40]([C@@H:48]2[CH2:53][CH2:52][CH2:51][NH:50][CH2:49]2)([OH:47])[CH2:41][CH2:42][CH2:43][CH2:44][O:45][CH3:46])[CH:37]=[CH:38][CH:39]=1.CCN(C(C)C)C(C)C. The catalyst is C(Cl)Cl. The product is [Cl:33][C:34]1[C:35]([F:54])=[C:36]([C@:40]([C@@H:48]2[CH2:53][CH2:52][CH2:51][N:50]([C:20]([O:19][CH:8]([CH2:7][CH:1]3[CH2:2][CH2:3][CH2:4][CH2:5][CH2:6]3)[CH2:9][N:10]([C:11]([O:12][C:13]([CH3:14])([CH3:15])[CH3:16])=[O:17])[CH3:18])=[O:22])[CH2:49]2)([OH:47])[CH2:41][CH2:42][CH2:43][CH2:44][O:45][CH3:46])[CH:37]=[CH:38][CH:39]=1. The yield is 0.340. (2) The reactants are [C:1]([O:5][C:6]([N:8]1[CH2:15][CH:14]2[N:16](CC3C=CC=CC=3)[CH:10]([CH2:11][C:12](=[O:24])[CH2:13]2)[CH2:9]1)=[O:7])([CH3:4])([CH3:3])[CH3:2].[H][H]. The catalyst is CO.[OH-].[Pd+2].[OH-]. The product is [C:1]([O:5][C:6]([N:8]1[CH2:15][CH:14]2[NH:16][CH:10]([CH2:11][C:12](=[O:24])[CH2:13]2)[CH2:9]1)=[O:7])([CH3:4])([CH3:2])[CH3:3]. The yield is 1.00. (3) The reactants are [CH:1]([C:4]1[S:5][CH:6]=[C:7]([C:9]([N:11]2[CH2:16][C:15]3([CH2:21][CH2:20][N:19](C(OC(C)(C)C)=O)[CH2:18][CH2:17]3)[O:14][CH2:13][CH2:12]2)=[O:10])[N:8]=1)([CH3:3])[CH3:2].[F:29][C:30]([F:35])([F:34])[C:31]([OH:33])=[O:32]. The catalyst is C(Cl)Cl. The yield is 0.910. The product is [F:29][C:30]([F:35])([F:34])[C:31]([OH:33])=[O:32].[CH:1]([C:4]1[S:5][CH:6]=[C:7]([C:9]([N:11]2[CH2:16][C:15]3([CH2:17][CH2:18][NH:19][CH2:20][CH2:21]3)[O:14][CH2:13][CH2:12]2)=[O:10])[N:8]=1)([CH3:3])[CH3:2]. (4) The reactants are Br[C:2]1[S:6][C:5]([NH:7][C:8]([NH:10][C:11]2[CH:16]=[CH:15][C:14]([CH3:17])=[CH:13][C:12]=2[C:18]([CH:20]2[CH2:24][CH2:23][CH2:22][CH2:21]2)=[O:19])=[O:9])=[N:4][CH:3]=1.[SH:25][C:26]1[N:30]([CH2:31][C:32]([OH:34])=[O:33])[N:29]=[N:28][N:27]=1. No catalyst specified. The product is [CH:20]1([C:18]([C:12]2[CH:13]=[C:14]([CH3:17])[CH:15]=[CH:16][C:11]=2[NH:10][C:8](=[O:9])[NH:7][C:5]2[S:6][C:2]([S:25][C:26]3[N:30]([CH2:31][C:32]([OH:34])=[O:33])[N:29]=[N:28][N:27]=3)=[CH:3][N:4]=2)=[O:19])[CH2:24][CH2:23][CH2:22][CH2:21]1. The yield is 0.280. (5) The reactants are Br[C:2]1[C:3]([CH3:15])=[C:4]([CH3:14])[C:5]2[O:9][C:8]([CH3:11])([CH3:10])[CH2:7][C:6]=2[C:12]=1[CH3:13].[S:16]1[CH:20]=[CH:19][N:18]=[C:17]1[N:21]1[CH2:26][CH2:25][NH:24][CH2:23][CH2:22]1. No catalyst specified. The product is [CH3:10][C:8]1([CH3:11])[CH2:7][C:6]2[C:12]([CH3:13])=[C:2]([N:24]3[CH2:25][CH2:26][N:21]([C:17]4[S:16][CH:20]=[CH:19][N:18]=4)[CH2:22][CH2:23]3)[C:3]([CH3:15])=[C:4]([CH3:14])[C:5]=2[O:9]1. The yield is 0.360. (6) The reactants are [CH3:1][C:2]1[N:7]=[C:6]([C:8]2[CH:13]=[CH:12][N:11]=[C:10]([C:14]3[CH:15]=[C:16]([S:20](Cl)(=[O:22])=[O:21])[CH:17]=[CH:18][CH:19]=3)[CH:9]=2)[CH:5]=[C:4]([C:24]2[CH:29]=[CH:28][C:27]([C:30]([F:33])([F:32])[F:31])=[CH:26][CH:25]=2)[CH:3]=1.[NH:34]1[CH2:39][CH2:38][O:37][CH2:36][CH2:35]1. The catalyst is C1COCC1.CCOC(C)=O. The product is [CH3:1][C:2]1[N:7]=[C:6]([C:8]2[CH:13]=[CH:12][N:11]=[C:10]([C:14]3[CH:19]=[CH:18][CH:17]=[C:16]([S:20]([N:34]4[CH2:39][CH2:38][O:37][CH2:36][CH2:35]4)(=[O:22])=[O:21])[CH:15]=3)[CH:9]=2)[CH:5]=[C:4]([C:24]2[CH:29]=[CH:28][C:27]([C:30]([F:33])([F:32])[F:31])=[CH:26][CH:25]=2)[CH:3]=1. The yield is 0.680. (7) The reactants are [C:1]([O:5][C:6]([N:8]1[CH:17]([CH:18]([OH:22])[CH:19]([OH:21])[CH3:20])[CH2:16][NH:15][C:14]2[NH:13][C:12]([N:23]=[CH:24][N:25]([CH3:27])[CH3:26])=[N:11][C:10](=[O:28])[C:9]1=2)=[O:7])([CH3:4])([CH3:3])[CH3:2].[C:29]([N:36]1[CH2:43][CH2:42][CH2:41][C@H:37]1[C:38](O)=[O:39])([O:31][C:32]([CH3:35])([CH3:34])[CH3:33])=[O:30]. No catalyst specified. The product is [C:32]([O:31][C:29]([N:36]1[CH2:43][CH2:42][CH2:41][CH:37]1[C:38]([O:21][CH:19]([CH3:20])[CH:18]([CH:17]1[CH2:16][NH:15][C:14]2[N:13]=[C:12]([N:23]=[CH:24][N:25]([CH3:26])[CH3:27])[NH:11][C:10](=[O:28])[C:9]=2[N:8]1[C:6]([O:5][C:1]([CH3:4])([CH3:3])[CH3:2])=[O:7])[OH:22])=[O:39])=[O:30])([CH3:35])([CH3:34])[CH3:33]. The yield is 0.690. (8) The reactants are [Cl:1][C:2]1[CH:7]=[CH:6][C:5]([C:8]2[CH:13]=[CH:12][CH:11]=[CH:10][CH:9]=2)=[C:4]([CH2:14][C:15]([OH:17])=[O:16])[CH:3]=1.S(=O)(=O)(O)O.[CH2:23](O)[CH3:24]. No catalyst specified. The product is [Cl:1][C:2]1[CH:7]=[CH:6][C:5]([C:8]2[CH:13]=[CH:12][CH:11]=[CH:10][CH:9]=2)=[C:4]([CH2:14][C:15]([O:17][CH2:23][CH3:24])=[O:16])[CH:3]=1. The yield is 1.00. (9) The reactants are C([NH:5][S:6]([C:9]1[C:10]([CH:38]([F:40])[F:39])=[N:11][CH:12]=[C:13]([C:15]2[N:20]=[C:19]([NH:21][CH2:22][C:23]3[CH:28]=[CH:27][CH:26]=[CH:25][N:24]=3)[C:18]3=[C:29]([C:32]4[CH:37]=[CH:36][CH:35]=[CH:34][CH:33]=4)[CH:30]=[CH:31][N:17]3[N:16]=2)[CH:14]=1)(=[O:8])=[O:7])(C)(C)C.C(O)(C(F)(F)F)=O. The catalyst is C(Cl)Cl. The product is [F:40][CH:38]([F:39])[C:10]1[C:9]([S:6]([NH2:5])(=[O:7])=[O:8])=[CH:14][C:13]([C:15]2[N:20]=[C:19]([NH:21][CH2:22][C:23]3[CH:28]=[CH:27][CH:26]=[CH:25][N:24]=3)[C:18]3=[C:29]([C:32]4[CH:33]=[CH:34][CH:35]=[CH:36][CH:37]=4)[CH:30]=[CH:31][N:17]3[N:16]=2)=[CH:12][N:11]=1. The yield is 0.299. (10) The reactants are [Br:1][C:2]1[C:10]2[O:9][CH2:8][CH:7]([NH:11][C:12]3[CH:25]=[CH:24][C:15]4[C@H:16]([CH2:19][C:20]([O:22][CH3:23])=[O:21])[CH2:17][O:18][C:14]=4[CH:13]=3)[C:6]=2[CH:5]=[CH:4][CH:3]=1.C(N(CC)CC)C.[F:33][C:34]([F:45])([F:44])[C:35](O[C:35](=[O:36])[C:34]([F:45])([F:44])[F:33])=[O:36]. The catalyst is O1CCCC1. The product is [Br:1][C:2]1[C:10]2[O:9][CH2:8][CH:7]([N:11]([C:35](=[O:36])[C:34]([F:45])([F:44])[F:33])[C:12]3[CH:25]=[CH:24][C:15]4[C@H:16]([CH2:19][C:20]([O:22][CH3:23])=[O:21])[CH2:17][O:18][C:14]=4[CH:13]=3)[C:6]=2[CH:5]=[CH:4][CH:3]=1. The yield is 0.990.